Dataset: Full USPTO retrosynthesis dataset with 1.9M reactions from patents (1976-2016). Task: Predict the reactants needed to synthesize the given product. (1) Given the product [CH3:25][O:24][C:22]1[N:21]=[CH:20][C:19]2[NH:26][C:14]3[N:15]=[CH:16][C:11]([Br:10])=[CH:12][C:13]=3[C:18]=2[CH:23]=1, predict the reactants needed to synthesize it. The reactants are: C[Si]([N-][Si](C)(C)C)(C)C.[Br:10][C:11]1[CH:12]=[C:13]([C:18]2[CH:23]=[C:22]([O:24][CH3:25])[N:21]=[CH:20][C:19]=2[NH2:26])[C:14](F)=[N:15][CH:16]=1. (2) Given the product [Cl:12][C:11]1[CH:10]=[C:9]2[C:4]([C:5]([N:13]3[CH2:18][CH2:17][N:16]([C:19]([O:21][C:22]([CH3:25])([CH3:24])[CH3:23])=[O:20])[CH2:15][CH2:14]3)=[N:6][CH:7]=[N:8]2)=[CH:3][C:2]=1[C:26]1[CH:31]=[CH:30][CH:29]=[CH:28][CH:27]=1, predict the reactants needed to synthesize it. The reactants are: Br[C:2]1[CH:3]=[C:4]2[C:9](=[CH:10][C:11]=1[Cl:12])[N:8]=[CH:7][N:6]=[C:5]2[N:13]1[CH2:18][CH2:17][N:16]([C:19]([O:21][C:22]([CH3:25])([CH3:24])[CH3:23])=[O:20])[CH2:15][CH2:14]1.[C:26]1(B(O)O)[CH:31]=[CH:30][CH:29]=[CH:28][CH:27]=1.C([O-])([O-])=O.[Na+].[Na+]. (3) Given the product [NH2:16][C:17]1[N:22]=[C:21]([NH:8][C@@H:9]([CH2:13][CH2:14][CH3:15])[CH2:10][CH2:11][OH:12])[C:20]([CH2:36][C:37]2[CH:52]=[CH:51][C:40]([CH2:41][N:42]([CH2:49][CH3:50])[CH2:43][C:44]([O:46][CH2:47][CH3:48])=[O:45])=[CH:39][C:38]=2[O:53][CH3:54])=[C:19]([CH3:55])[N:18]=1, predict the reactants needed to synthesize it. The reactants are: FC(F)(F)C(O)=O.[NH2:8][C@@H:9]([CH2:13][CH2:14][CH3:15])[CH2:10][CH2:11][OH:12].[NH2:16][C:17]1[N:22]=[C:21](OS(C2C(C)=CC(C)=CC=2C)(=O)=O)[C:20]([CH2:36][C:37]2[CH:52]=[CH:51][C:40]([CH2:41][N:42]([CH2:49][CH3:50])[CH2:43][C:44]([O:46][CH2:47][CH3:48])=[O:45])=[CH:39][C:38]=2[O:53][CH3:54])=[C:19]([CH3:55])[N:18]=1.